This data is from Full USPTO retrosynthesis dataset with 1.9M reactions from patents (1976-2016). The task is: Predict the reactants needed to synthesize the given product. (1) Given the product [Br:10][C:11]1[CH:12]=[N:13][C:14]([NH:7][CH2:6][CH2:5][C:4]([F:9])([F:8])[F:3])=[N:15][CH:16]=1, predict the reactants needed to synthesize it. The reactants are: [H-].[Na+].[F:3][C:4]([F:9])([F:8])[CH2:5][CH2:6][NH2:7].[Br:10][C:11]1[CH:12]=[N:13][C:14](I)=[N:15][CH:16]=1. (2) The reactants are: [Cl:1][C:2]1[CH:3]=[C:4]([C@@H:8]2[C@@H:13]([C:14]3[CH:19]=[CH:18][C:17]([Cl:20])=[CH:16][CH:15]=3)[N:12]([C@@H:21]([CH:24]3[CH2:26][CH2:25]3)[CH2:22]O)[C:11](=[O:27])[C@:10]([CH2:29][C:30]([O:32]C)=[O:31])([CH3:28])[CH2:9]2)[CH:5]=[CH:6][CH:7]=1.S1C=CC=C1S(N)(=O)=O.[Cl:43][C:44]1[S:48][C:47]([S:49]([NH2:52])(=[O:51])=[O:50])=[CH:46][CH:45]=1. Given the product [Cl:1][C:2]1[CH:3]=[C:4]([C@@H:8]2[C@@H:13]([C:14]3[CH:19]=[CH:18][C:17]([Cl:20])=[CH:16][CH:15]=3)[N:12]([C@@H:21]([CH:24]3[CH2:26][CH2:25]3)[CH2:22][NH:52][S:49]([C:47]3[S:48][C:44]([Cl:43])=[CH:45][CH:46]=3)(=[O:51])=[O:50])[C:11](=[O:27])[C@:10]([CH2:29][C:30]([OH:32])=[O:31])([CH3:28])[CH2:9]2)[CH:5]=[CH:6][CH:7]=1, predict the reactants needed to synthesize it.